Task: Regression. Given a peptide amino acid sequence and an MHC pseudo amino acid sequence, predict their binding affinity value. This is MHC class II binding data.. Dataset: Peptide-MHC class II binding affinity with 134,281 pairs from IEDB (1) The peptide sequence is AFKVAATAAKAAPAN. The MHC is DRB1_0701 with pseudo-sequence DRB1_0701. The binding affinity (normalized) is 0.779. (2) The peptide sequence is MKYLAAFLLLGLAGN. The MHC is HLA-DPA10201-DPB10101 with pseudo-sequence HLA-DPA10201-DPB10101. The binding affinity (normalized) is 0.220. (3) The peptide sequence is GKAKGSRAIWYMWLG. The MHC is DRB1_1301 with pseudo-sequence DRB1_1301. The binding affinity (normalized) is 0.728. (4) The peptide sequence is INAIFEENEVDISVV. The MHC is DRB1_0301 with pseudo-sequence DRB1_0301. The binding affinity (normalized) is 0.385. (5) The binding affinity (normalized) is 0. The peptide sequence is EISTNIRQA. The MHC is DRB1_1101 with pseudo-sequence DRB1_1101. (6) The peptide sequence is GVWTFDSEEPLQGPF. The MHC is HLA-DQA10102-DQB10602 with pseudo-sequence HLA-DQA10102-DQB10602. The binding affinity (normalized) is 0.197.